The task is: Binary Classification. Given a drug SMILES string, predict its activity (active/inactive) in a high-throughput screening assay against a specified biological target.. This data is from M1 muscarinic receptor agonist screen with 61,833 compounds. (1) The molecule is O=C(N1CCN(CC1)Cc1cc2OCOc2cc1)c1c(onc1C)C. The result is 0 (inactive). (2) The drug is s1c(NC2OC(=O)c3c2cccc3)nc2c1cccc2. The result is 0 (inactive). (3) The compound is Clc1c(S(=O)(=O)N)cc(C(=O)NN2C(Cc3c2cccc3)C)cc1. The result is 0 (inactive). (4) The molecule is S(=O)(=O)(Nc1c(cccc1)C(F)(F)F)c1c(OC)ccc(OC)c1. The result is 0 (inactive). (5) The drug is Oc1c(c(=O)n(c2c1cccc2)CCC)Cc1ccccc1. The result is 0 (inactive). (6) The compound is S(=O)(=O)(c1c(S(=O)(=O)CCC)c(n2c1c1c(cc2)cccc1)C(=O)N)CCC. The result is 0 (inactive). (7) The compound is S(=O)(=O)(C1(CC1)C(=O)N(C1CCCCC1)C)c1ccc(cc1)C. The result is 0 (inactive).